This data is from Forward reaction prediction with 1.9M reactions from USPTO patents (1976-2016). The task is: Predict the product of the given reaction. (1) Given the reactants [CH3:1][N:2]1[C:6]([NH:7][C:8](=[O:25])[C:9]2[CH:14]=[CH:13][C:12]([CH3:15])=[C:11](B3OC(C)(C)C(C)(C)O3)[CH:10]=2)=[C:5]([CH3:26])[CH:4]=[N:3]1.Br[C:28]1[CH:36]=[C:35]2[C:31]([C:32]([C:37]3[CH:42]=[CH:41][C:40]([F:43])=[CH:39][CH:38]=3)=[N:33][NH:34]2)=[CH:30][CH:29]=1.C(=O)([O-])O.[Na+], predict the reaction product. The product is: [CH3:1][N:2]1[C:6]([NH:7][C:8](=[O:25])[C:9]2[CH:14]=[CH:13][C:12]([CH3:15])=[C:11]([C:28]3[CH:36]=[C:35]4[C:31]([C:32]([C:37]5[CH:42]=[CH:41][C:40]([F:43])=[CH:39][CH:38]=5)=[N:33][NH:34]4)=[CH:30][CH:29]=3)[CH:10]=2)=[C:5]([CH3:26])[CH:4]=[N:3]1. (2) Given the reactants [O:1]1[CH2:5][CH2:4][CH:3]([CH:6]=O)[CH2:2]1.[O:8]=[C:9]([CH:11](P(=O)(OCC)OCC)[CH2:12][CH2:13][CH2:14][CH2:15][CH3:16])[CH3:10], predict the reaction product. The product is: [O:1]1[CH2:5][CH2:4][CH:3](/[CH:6]=[C:11](\[CH2:12][CH2:13][CH2:14][CH2:15][CH3:16])/[C:9](=[O:8])[CH3:10])[CH2:2]1. (3) Given the reactants [CH3:1][N:2]1[C:7]2=[C:8]3[N:13]([C:14]([C:15]4[CH:20]=[CH:19][CH:18]=[CH:17][CH:16]=4)=[C:6]2[C:5](=[O:21])[N:4]([CH3:22])[C:3]1=[O:23])[CH2:12][CH2:11][CH:10]=[CH:9]3.Br[C:25]1[O:26][C:27]([CH3:30])=[CH:28][CH:29]=1.C(P(C(C)(C)C)C(C)(C)C)(C)(C)C.C1(N(C2CCCCC2)C)CCCCC1, predict the reaction product. The product is: [CH3:1][N:2]1[C:7]2=[C:8]3[N:13]([C:14]([C:15]4[CH:20]=[CH:19][CH:18]=[CH:17][CH:16]=4)=[C:6]2[C:5](=[O:21])[N:4]([CH3:22])[C:3]1=[O:23])[CH2:12][CH2:11][CH:10]=[C:9]3[C:25]1[O:26][C:27]([CH3:30])=[CH:28][CH:29]=1. (4) Given the reactants [NH2:1][C:2]1[S:6][N:5]=[C:4]([CH3:7])[C:3]=1[C:8]([NH:10][C:11]1[CH:12]=[N:13][C:14]([O:17][CH3:18])=[CH:15][CH:16]=1)=[O:9].Cl[C:20]1[CH:29]=[N:28][C:27]2[C:22](=[CH:23][C:24]([Cl:30])=[CH:25][CH:26]=2)[N:21]=1.C(=O)([O-])[O-].[Cs+].[Cs+].CC1(C)C2C(=C(P(C3C=CC=CC=3)C3C=CC=CC=3)C=CC=2)OC2C(P(C3C=CC=CC=3)C3C=CC=CC=3)=CC=CC1=2, predict the reaction product. The product is: [Cl:30][C:24]1[CH:23]=[C:22]2[C:27]([N:28]=[CH:29][C:20]([NH:1][C:2]3[S:6][N:5]=[C:4]([CH3:7])[C:3]=3[C:8]([NH:10][C:11]3[CH:12]=[N:13][C:14]([O:17][CH3:18])=[CH:15][CH:16]=3)=[O:9])=[N:21]2)=[CH:26][CH:25]=1. (5) Given the reactants [CH3:1][N:2]1[C:14]2[CH2:13][CH2:12][CH2:11][C:10](=[O:15])[C:9]=2[C:8]2[C:3]1=[CH:4][CH:5]=[CH:6][CH:7]=2.[CH3:16][C:17]1[NH:18][CH:19]=[CH:20][N:21]=1.N1(CN2CCCCC2)CCCC[CH2:23]1.Cl[Si](C)(C)C, predict the reaction product. The product is: [CH3:1][N:2]1[C:14]2[CH2:13][CH2:12][CH:11]([CH2:23][N:18]3[CH:19]=[CH:20][N:21]=[C:17]3[CH3:16])[C:10](=[O:15])[C:9]=2[C:8]2[C:3]1=[CH:4][CH:5]=[CH:6][CH:7]=2. (6) Given the reactants [Br:1][C:2]1[CH:3]=[C:4]2[C:9](=[N:10][CH:11]=1)[N:8]([CH2:12][CH3:13])[CH:7]=[C:6]([C:14]([OH:16])=[O:15])[C:5]2=[O:17].[C:18]1(P(C2C=CC=CC=2)C2C=CC=CC=2)[CH:23]=CC=C[CH:19]=1.N(C(OCC)=O)=NC(OCC)=[O:40], predict the reaction product. The product is: [Br:1][C:2]1[CH:3]=[C:4]2[C:9](=[N:10][CH:11]=1)[N:8]([CH2:12][CH3:13])[CH:7]=[C:6]([C:14]([O:16][CH2:19][CH2:18][CH2:23][OH:40])=[O:15])[C:5]2=[O:17]. (7) Given the reactants [CH2:1]([O:3][C@@H:4]1[CH2:8][N:7]([CH:9]2[CH2:14][CH2:13][O:12][CH2:11][CH2:10]2)[CH2:6][C@H:5]1[NH:15][C:16](=[O:31])[CH2:17][NH:18][C:19](=[O:30])[C:20]1[CH:25]=[CH:24][CH:23]=[C:22]([C:26]([F:29])([F:28])[F:27])[CH:21]=1)C.CBr.BrCC, predict the reaction product. The product is: [CH3:1][O:3][C@@H:4]1[CH2:8][N:7]([CH:9]2[CH2:14][CH2:13][O:12][CH2:11][CH2:10]2)[CH2:6][C@H:5]1[NH:15][C:16](=[O:31])[CH2:17][NH:18][C:19](=[O:30])[C:20]1[CH:25]=[CH:24][CH:23]=[C:22]([C:26]([F:28])([F:29])[F:27])[CH:21]=1.